Dataset: Catalyst prediction with 721,799 reactions and 888 catalyst types from USPTO. Task: Predict which catalyst facilitates the given reaction. (1) Reactant: [C:1]([O:5][CH2:6][CH2:7][N:8]1[CH2:13][CH2:12][CH:11]([O:14][C:15]2[CH:24]=[C:23]([O:25][CH2:26][CH2:27][CH2:28][N:29]3[CH2:34][CH2:33][N:32]([CH3:35])[CH2:31][CH2:30]3)[CH:22]=[C:21]3[C:16]=2[C:17](=O)[NH:18][CH:19]=[N:20]3)[CH2:10][CH2:9]1)([CH3:4])([CH3:3])[CH3:2].C1(P(C2C=CC=CC=2)C2C=CC=CC=2)C=CC=CC=1.C(Cl)(Cl)(Cl)Cl.[NH2:61][C:62]1[CH:66]=[C:65]([CH2:67][C:68]([OH:70])=[O:69])[NH:64][N:63]=1. Product: [C:1]([O:5][CH2:6][CH2:7][N:8]1[CH2:13][CH2:12][CH:11]([O:14][C:15]2[CH:24]=[C:23]([O:25][CH2:26][CH2:27][CH2:28][N:29]3[CH2:34][CH2:33][N:32]([CH3:35])[CH2:31][CH2:30]3)[CH:22]=[C:21]3[C:16]=2[C:17]([NH:61][C:62]2[CH:66]=[C:65]([CH2:67][C:68]([OH:70])=[O:69])[NH:64][N:63]=2)=[N:18][CH:19]=[N:20]3)[CH2:10][CH2:9]1)([CH3:2])([CH3:3])[CH3:4]. The catalyst class is: 68. (2) Reactant: O[CH2:2][C:3]([NH:23][C:24]([C:26]1[S:27][C:28]([Cl:31])=[CH:29][CH:30]=1)=[O:25])([CH3:22])[CH2:4][C:5](=[O:21])[NH:6][C:7]1[CH:12]=[CH:11][C:10]([N:13]2[CH2:18][CH2:17][O:16][CH2:15][C:14]2=[O:19])=[C:9]([CH3:20])[CH:8]=1.N(C(OC(C)C)=O)=NC(OC(C)C)=O.C1(P(C2C=CC=CC=2)C2C=CC=CC=2)C=CC=CC=1. Product: [CH3:22][C:3]1([NH:23][C:24]([C:26]2[S:27][C:28]([Cl:31])=[CH:29][CH:30]=2)=[O:25])[CH2:4][C:5](=[O:21])[N:6]([C:7]2[CH:12]=[CH:11][C:10]([N:13]3[CH2:18][CH2:17][O:16][CH2:15][C:14]3=[O:19])=[C:9]([CH3:20])[CH:8]=2)[CH2:2]1. The catalyst class is: 1. (3) Reactant: [CH3:1][O:2][C:3]1[CH:31]=[CH:30][C:6]([CH2:7][O:8][C:9]2[CH:10]=[CH:11][C:12](=[N:19]S(C3C=CC(C)=CC=3)(=O)=O)[N:13]([CH2:15][C:16]([NH2:18])=O)[CH:14]=2)=[CH:5][CH:4]=1.FC(F)(F)C(OC(=O)C(F)(F)F)=O.CO.[OH-].[Na+]. Product: [CH3:1][O:2][C:3]1[CH:31]=[CH:30][C:6]([CH2:7][O:8][C:9]2[CH:10]=[CH:11][C:12]3[N:13]([CH:15]=[C:16]([NH2:18])[N:19]=3)[CH:14]=2)=[CH:5][CH:4]=1. The catalyst class is: 355. (4) Reactant: [CH2:1]([O:3][C:4]([C:6]1[NH:7][C:8]2[C:13]([CH:14]=1)=[CH:12][C:11]([C:15]([N:17]1[CH2:23][CH2:22][CH2:21][N:20]([C:24]([O:26][C:27]([CH3:30])([CH3:29])[CH3:28])=[O:25])[CH2:19][CH2:18]1)=[O:16])=[CH:10][CH:9]=2)=[O:5])[CH3:2].C(=O)([O-])[O-].[Cs+].[Cs+].[CH:37](CS([O-])(=O)=O)([CH3:39])[CH3:38]. Product: [CH2:1]([O:3][C:4]([C:6]1[N:7]([CH:37]([CH3:39])[CH3:38])[C:8]2[C:13]([CH:14]=1)=[CH:12][C:11]([C:15]([N:17]1[CH2:23][CH2:22][CH2:21][N:20]([C:24]([O:26][C:27]([CH3:29])([CH3:28])[CH3:30])=[O:25])[CH2:19][CH2:18]1)=[O:16])=[CH:10][CH:9]=2)=[O:5])[CH3:2]. The catalyst class is: 10. (5) Reactant: [CH2:1]([O:3][C:4]([C:6]1[NH:7][C:8]([SH:11])=[N:9][CH:10]=1)=[O:5])[CH3:2].[CH2:12](N(CC)CC)C.IC.[CH3:21][Si:22]([CH2:25][CH2:26][O:27][CH2:28]Cl)([CH3:24])[CH3:23]. Product: [CH2:1]([O:3][C:4]([C:6]1[N:7]([CH2:28][O:27][CH2:26][CH2:25][Si:22]([CH3:24])([CH3:23])[CH3:21])[C:8]([S:11][CH3:12])=[N:9][CH:10]=1)=[O:5])[CH3:2]. The catalyst class is: 2. (6) Reactant: [F:1][C:2]1[CH:7]=[CH:6][C:5]([C@@:8]23[C@@H:17]([OH:18])[CH2:16][CH2:15][CH2:14][C@H:13]2[C@H:12]([CH3:19])[C:11]2([O:23][CH2:22][CH2:21][O:20]2)[CH2:10][CH2:9]3)=[CH:4][CH:3]=1.[Cr](O[Cr]([O-])(=O)=O)([O-])(=O)=O.[NH+]1C=CC=CC=1.[NH+]1C=CC=CC=1.S([O-])([O-])(=O)=O.[Mg+2]. The catalyst class is: 4. Product: [F:1][C:2]1[CH:7]=[CH:6][C:5]([C@@:8]23[C:17](=[O:18])[CH2:16][CH2:15][CH2:14][C@H:13]2[C@H:12]([CH3:19])[C:11]2([O:20][CH2:21][CH2:22][O:23]2)[CH2:10][CH2:9]3)=[CH:4][CH:3]=1. (7) Reactant: C([Si]([O:8][CH2:9][C:10]1[CH:14]=[C:13]([CH2:15]B2OCC(C)(C)CO2)[O:12][C:11]=1[CH3:24])(C)C)(C)(C)C.BrC1[CH:31]=[CH:30][C:29]([O:32][CH2:33][CH2:34][CH2:35][S:36][CH3:37])=[CH:28][CH:27]=1.C(=O)([O-])[O-].[Na+].[Na+].COCCOC. Product: [CH3:24][C:11]1[O:12][C:13]([C:15]2[CH:31]=[CH:30][C:29]([O:32][CH2:33][CH2:34][CH2:35][S:36][CH3:37])=[CH:28][CH:27]=2)=[CH:14][C:10]=1[CH2:9][OH:8]. The catalyst class is: 103.